From a dataset of Full USPTO retrosynthesis dataset with 1.9M reactions from patents (1976-2016). Predict the reactants needed to synthesize the given product. (1) Given the product [CH:21]1([CH2:26][C@@H:27]([C:28]([NH:9][NH:8][C:7]2[C:2]([F:1])=[C:3]([N:11]3[CH2:12][CH:13]([N:18]([CH3:20])[CH3:19])[C:14]([CH3:17])([CH3:16])[CH2:15]3)[N:4]=[C:5]([CH3:10])[N:6]=2)=[O:29])[CH2:31][N:32]([O:33][CH2:34][C:35]2[CH:40]=[CH:39][CH:38]=[CH:37][CH:36]=2)[CH:41]=[O:42])[CH2:25][CH2:24][CH2:23][CH2:22]1, predict the reactants needed to synthesize it. The reactants are: [F:1][C:2]1[C:3]([N:11]2[CH2:15][C:14]([CH3:17])([CH3:16])[CH:13]([N:18]([CH3:20])[CH3:19])[CH2:12]2)=[N:4][C:5]([CH3:10])=[N:6][C:7]=1[NH:8][NH2:9].[CH:21]1([CH2:26][C@H:27]([CH2:31][N:32]([CH:41]=[O:42])[O:33][CH2:34][C:35]2[CH:40]=[CH:39][CH:38]=[CH:37][CH:36]=2)[C:28](O)=[O:29])[CH2:25][CH2:24][CH2:23][CH2:22]1.CN1CCOCC1.ON1C2N=CC=CC=2N=N1.C(Cl)CCl. (2) Given the product [C:1]([O:5][C:6]([N:8]1[CH2:13][C@@H:12]([O:14][S:30]([C:27]2[CH:26]=[CH:25][C:24]([C:23]([F:22])([F:34])[F:35])=[CH:29][CH:28]=2)(=[O:32])=[O:31])[CH2:11][CH2:10][C@H:9]1[C:15]([O:17][C:18]([CH3:21])([CH3:20])[CH3:19])=[O:16])=[O:7])([CH3:4])([CH3:3])[CH3:2], predict the reactants needed to synthesize it. The reactants are: [C:1]([O:5][C:6]([N:8]1[CH2:13][C@@H:12]([OH:14])[CH2:11][CH2:10][C@H:9]1[C:15]([O:17][C:18]([CH3:21])([CH3:20])[CH3:19])=[O:16])=[O:7])([CH3:4])([CH3:3])[CH3:2].[F:22][C:23]([F:35])([F:34])[C:24]1[CH:29]=[CH:28][C:27]([S:30](Cl)(=[O:32])=[O:31])=[CH:26][CH:25]=1.O. (3) The reactants are: CCCC[C:5]1[N:9]([CH2:10][C:11]2[CH:12]=[CH:13][C:14]([C:17]3[CH:18]=[CH:19]C=CC=3C3N=NNN=3)=CC=2)C(CO)=C(Cl)[N:6]=1.[NH:31]1[CH:35]=NN=N1.[C:36](O)#[N:37].[CH2:39]([Sn](N=[N+]=[N-])([CH2:39][CH2:40][CH2:41][CH2:42][CH2:43][CH2:44][CH2:45]C)[CH2:39][CH2:40][CH2:41][CH2:42][CH2:43][CH2:44][CH2:45]C)[CH2:40][CH2:41][CH2:42][CH2:43][CH2:44][CH2:45]C. Given the product [CH2:35]([N:31]1[N:6]=[CH:5][N:9]([CH2:10][CH2:11][CH2:12][CH2:13][CH2:14][CH2:17][CH2:18][CH3:19])[N:37]1[CH2:36][CH2:39][CH2:40][CH2:41][CH2:42][CH2:43][CH2:44][CH3:45])[CH2:10][CH2:11][CH2:12][CH2:13][CH2:14][CH2:17][CH3:18], predict the reactants needed to synthesize it. (4) Given the product [CH:20]([O:23][CH2:24][CH2:25][S:26]([NH:29][C:30]1[CH:31]=[C:32]2[C:37](=[CH:38][CH:39]=1)[CH2:36][N:35]([C:48](=[O:49])[CH2:47][O:46][C:42]1[CH:41]=[N:40][CH:45]=[CH:44][CH:43]=1)[CH2:34][CH2:33]2)(=[O:28])=[O:27])([CH3:22])[CH3:21], predict the reactants needed to synthesize it. The reactants are: CCCP1(OP(CCC)(=O)OP(CCC)(=O)O1)=O.Cl.[CH:20]([O:23][CH2:24][CH2:25][S:26]([NH:29][C:30]1[CH:31]=[C:32]2[C:37](=[CH:38][CH:39]=1)[CH2:36][NH:35][CH2:34][CH2:33]2)(=[O:28])=[O:27])([CH3:22])[CH3:21].[N:40]1[CH:45]=[CH:44][CH:43]=[C:42]([O:46][CH2:47][C:48](O)=[O:49])[CH:41]=1.C(N(CC)CC)C. (5) Given the product [Br:7][CH2:8][C:9]([NH:6][C:4]([CH:1]1[CH2:3][CH2:2]1)=[O:5])=[O:10], predict the reactants needed to synthesize it. The reactants are: [CH:1]1([C:4]([NH2:6])=[O:5])[CH2:3][CH2:2]1.[Br:7][CH2:8][C:9](Br)=[O:10]. (6) Given the product [CH3:18][O:17][C:8]1[CH:7]=[CH:6][C:3]([CH:4]=[O:5])=[C:2]([F:1])[C:9]=1[C:21]1[C:20]([CH3:19])=[CH:29][C:28]2[C:27]([CH3:31])([CH3:30])[CH2:26][CH2:25][C:24]([CH3:33])([CH3:32])[C:23]=2[CH:22]=1, predict the reactants needed to synthesize it. The reactants are: [F:1][C:2]1[C:9](S(C(F)(F)F)(=O)=O)=[C:8]([O:17][CH3:18])[CH:7]=[CH:6][C:3]=1[CH:4]=[O:5].[CH3:19][C:20]1[C:21](B(O)O)=[CH:22][C:23]2[C:24]([CH3:33])([CH3:32])[CH2:25][CH2:26][C:27]([CH3:31])([CH3:30])[C:28]=2[CH:29]=1.C(=O)([O-])[O-].[K+].[K+].